Dataset: NCI-60 drug combinations with 297,098 pairs across 59 cell lines. Task: Regression. Given two drug SMILES strings and cell line genomic features, predict the synergy score measuring deviation from expected non-interaction effect. (1) Synergy scores: CSS=69.2, Synergy_ZIP=2.09, Synergy_Bliss=2.36, Synergy_Loewe=2.64, Synergy_HSA=7.75. Drug 2: C1CC(C1)(C(=O)O)C(=O)O.[NH2-].[NH2-].[Pt+2]. Drug 1: COC1=CC(=CC(=C1O)OC)C2C3C(COC3=O)C(C4=CC5=C(C=C24)OCO5)OC6C(C(C7C(O6)COC(O7)C8=CC=CS8)O)O. Cell line: HOP-92. (2) Drug 1: CN(C)C1=NC(=NC(=N1)N(C)C)N(C)C. Drug 2: CCC(=C(C1=CC=CC=C1)C2=CC=C(C=C2)OCCN(C)C)C3=CC=CC=C3.C(C(=O)O)C(CC(=O)O)(C(=O)O)O. Cell line: T-47D. Synergy scores: CSS=1.87, Synergy_ZIP=-1.45, Synergy_Bliss=-1.38, Synergy_Loewe=-14.1, Synergy_HSA=-5.30. (3) Drug 1: C1CC(C1)(C(=O)O)C(=O)O.[NH2-].[NH2-].[Pt+2]. Drug 2: CS(=O)(=O)OCCCCOS(=O)(=O)C. Cell line: HOP-92. Synergy scores: CSS=5.92, Synergy_ZIP=-1.58, Synergy_Bliss=0.614, Synergy_Loewe=-4.02, Synergy_HSA=-2.74.